Dataset: Forward reaction prediction with 1.9M reactions from USPTO patents (1976-2016). Task: Predict the product of the given reaction. Given the reactants [CH3:1][O:2][C:3]1[CH:4]=[C:5]([CH:7]=[C:8]([C:10]([F:13])([F:12])[F:11])[CH:9]=1)N.N(OC(C)(C)C)=O.[I:21]I.OS([O-])=O.[Na+], predict the reaction product. The product is: [I:21][C:5]1[CH:7]=[C:8]([C:10]([F:13])([F:12])[F:11])[CH:9]=[C:3]([O:2][CH3:1])[CH:4]=1.